Dataset: Full USPTO retrosynthesis dataset with 1.9M reactions from patents (1976-2016). Task: Predict the reactants needed to synthesize the given product. (1) The reactants are: [F:1][C:2]1[CH:3]=[C:4]([C:12]2[O:16][N:15]=[C:14]([C:17]3[CH:18]=[CH:19][C:20]([CH2:23]O)=[N:21][CH:22]=3)[N:13]=2)[CH:5]=[CH:6][C:7]=1[CH2:8][CH:9]([CH3:11])[CH3:10].C(Br)(Br)(Br)Br.C1(P(C2C=CC=CC=2)C2C=CC=CC=2)C=CC=CC=1.Cl.[NH:50]1[CH2:53][CH:52]([C:54]([O:56][CH3:57])=[O:55])[CH2:51]1.C(N(CC)C(C)C)(C)C.C(=O)([O-])O.[Na+]. Given the product [F:1][C:2]1[CH:3]=[C:4]([C:12]2[O:16][N:15]=[C:14]([C:17]3[CH:18]=[CH:19][C:20]([CH2:23][N:50]4[CH2:53][CH:52]([C:54]([O:56][CH3:57])=[O:55])[CH2:51]4)=[N:21][CH:22]=3)[N:13]=2)[CH:5]=[CH:6][C:7]=1[CH2:8][CH:9]([CH3:11])[CH3:10], predict the reactants needed to synthesize it. (2) Given the product [F:21][C:18]([F:19])([F:20])[C:17]([C:7]1[C:8]2[C:13](=[CH:12][CH:11]=[CH:10][C:9]=2[C:14]([N:23]2[CH2:28][CH2:27][CH2:26][CH2:25][CH2:24]2)=[O:15])[N:5]([CH2:4][CH2:3][O:2][CH3:1])[CH:6]=1)=[O:22], predict the reactants needed to synthesize it. The reactants are: [CH3:1][O:2][CH2:3][CH2:4][N:5]1[C:13]2[CH:12]=[CH:11][CH:10]=[C:9]([C:14](O)=[O:15])[C:8]=2[C:7]([C:17](=[O:22])[C:18]([F:21])([F:20])[F:19])=[CH:6]1.[NH:23]1[CH2:28][CH2:27][CH2:26][CH2:25][CH2:24]1. (3) Given the product [OH:8][C:5]1[CH:6]=[CH:7][C:2]([C:16]2[CH:15]=[CH:14][CH:13]=[C:12]([CH:10]=[O:11])[CH:17]=2)=[C:3]([CH3:9])[CH:4]=1, predict the reactants needed to synthesize it. The reactants are: Br[C:2]1[CH:7]=[CH:6][C:5]([OH:8])=[CH:4][C:3]=1[CH3:9].[CH:10]([C:12]1[CH:13]=[C:14](B(O)O)[CH:15]=[CH:16][CH:17]=1)=[O:11].C(=O)([O-])[O-].[Na+].[Na+].